From a dataset of Forward reaction prediction with 1.9M reactions from USPTO patents (1976-2016). Predict the product of the given reaction. (1) Given the reactants Br[C:2]1[C:9]([O:10][CH3:11])=[C:8]([O:12][CH3:13])[C:7]([O:14][CH3:15])=[CH:6][C:3]=1[CH:4]=[O:5].[CH3:16][S:17]([O:20][C:21]1[C:26]([O:27][CH3:28])=[CH:25][CH:24]=[C:23](Br)[C:22]=1[CH:30]=[O:31])(=[O:19])=[O:18], predict the reaction product. The product is: [CH3:16][S:17]([O:20][C:21]1[C:22]([CH:30]=[O:31])=[C:23]([C:2]2[C:3]([CH:4]=[O:5])=[CH:6][C:7]([O:14][CH3:15])=[C:8]([O:12][CH3:13])[C:9]=2[O:10][CH3:11])[CH:24]=[CH:25][C:26]=1[O:27][CH3:28])(=[O:19])=[O:18]. (2) Given the reactants [C:1]([Si:5]([CH3:35])([CH3:34])[O:6][CH:7]([C:30]([CH3:33])([CH3:32])[CH3:31])[CH2:8][CH2:9][C:10]1[CH:15]=[CH:14][C:13]([C:16]([C:21]2[CH:26]=[CH:25][C:24]([OH:27])=[C:23]([CH3:28])[CH:22]=2)([CH2:19][CH3:20])[CH2:17][CH3:18])=[CH:12][C:11]=1[CH3:29])([CH3:4])([CH3:3])[CH3:2].Cl[CH2:37][C:38]1[O:42][C:41]([C:43]([O:45][CH2:46][CH3:47])=[O:44])=[CH:40][CH:39]=1.C([O-])([O-])=O.[K+].[K+].C(OCC)(=O)C, predict the reaction product. The product is: [CH2:46]([O:45][C:43]([C:41]1[O:42][C:38]([CH2:37][O:27][C:24]2[CH:25]=[CH:26][C:21]([C:16]([C:13]3[CH:14]=[CH:15][C:10]([CH2:9][CH2:8][CH:7]([O:6][Si:5]([C:1]([CH3:3])([CH3:2])[CH3:4])([CH3:35])[CH3:34])[C:30]([CH3:33])([CH3:32])[CH3:31])=[C:11]([CH3:29])[CH:12]=3)([CH2:17][CH3:18])[CH2:19][CH3:20])=[CH:22][C:23]=2[CH3:28])=[CH:39][CH:40]=1)=[O:44])[CH3:47]. (3) Given the reactants [N+:1]([C:4]1[CH:17]=[C:16]([C:18]([F:21])([F:20])[F:19])[CH:15]=[CH:14][C:5]=1[O:6][CH2:7][CH2:8][N:9]1[CH2:13][CH2:12][CH2:11][CH2:10]1)([O-])=O, predict the reaction product. The product is: [N:9]1([CH2:8][CH2:7][O:6][C:5]2[CH:14]=[CH:15][C:16]([C:18]([F:20])([F:21])[F:19])=[CH:17][C:4]=2[NH2:1])[CH2:13][CH2:12][CH2:11][CH2:10]1. (4) Given the reactants [N+:1]([C:4]1[CH:5]=[C:6]2[C:10](=[CH:11][CH:12]=1)[NH:9][CH:8]=[CH:7]2)([O-:3])=[O:2].C(=O)([O-])[O-].[Cs+].[Cs+].[CH3:19][O:20][C:21](=[O:38])[CH:22](OS(C(F)(F)F)(=O)=O)[CH2:23][C:24]1[CH:29]=[CH:28][CH:27]=[CH:26][CH:25]=1.CCCCCC, predict the reaction product. The product is: [CH3:19][O:20][C:21](=[O:38])[CH:22]([N:9]1[C:10]2[C:6](=[CH:5][C:4]([N+:1]([O-:3])=[O:2])=[CH:12][CH:11]=2)[CH:7]=[CH:8]1)[CH2:23][C:24]1[CH:25]=[CH:26][CH:27]=[CH:28][CH:29]=1. (5) The product is: [Cl:36][C:31]1[CH:32]=[CH:33][CH:34]=[CH:35][C:30]=1[N:15]1[C:13](=[O:12])[C:19]2[C@@H:20]3[C:26]([CH3:28])([CH3:27])[C@@:23]([CH3:24])([CH2:22][CH2:21]3)[C:17]=2[NH:16]1. Given the reactants FC(F)(F)C(O)=O.C([O:12][C:13]([N:15]([C:30]1[CH:35]=[CH:34][CH:33]=[CH:32][C:31]=1[Cl:36])[NH:16][C:17]([CH:19]1[C:24](=O)[C@@:23]2(C)[C:26]([CH3:28])([CH3:27])[C@@H:20]1[CH2:21][CH2:22]2)=O)=O)(C)(C)C, predict the reaction product. (6) Given the reactants [CH2:1]([O:3][C:4](=[O:21])[C:5]([CH3:20])([CH3:19])[CH2:6][CH2:7][CH2:8][CH2:9][CH:10]=[CH:11][C:12]1[CH:17]=[CH:16][CH:15]=[CH:14][C:13]=1[Cl:18])[CH3:2].[BrH:22], predict the reaction product. The product is: [CH2:1]([O:3][C:4](=[O:21])[C:5]([CH3:20])([CH3:19])[CH2:6][CH2:7][CH2:8][CH2:9][CH2:10][CH:11]([Br:22])[C:12]1[CH:17]=[CH:16][CH:15]=[CH:14][C:13]=1[Cl:18])[CH3:2]. (7) Given the reactants Br[CH:2]=[C:3]1[C:9]2[CH:10]=[CH:11][CH:12]=[CH:13][C:8]=2[CH2:7][CH2:6][C:5]2[CH:14]=[CH:15][CH:16]=[CH:17][C:4]1=2.Cl.[NH2:19][C:20]1[CH:21]=[C:22](B(O)O)[CH:23]=[CH:24][C:25]=1[CH3:26], predict the reaction product. The product is: [CH:14]1[C:5]2[CH2:6][CH2:7][C:8]3[CH:13]=[CH:12][CH:11]=[CH:10][C:9]=3[C:3](=[CH:2][C:22]3[CH:23]=[CH:24][C:25]([CH3:26])=[C:20]([NH2:19])[CH:21]=3)[C:4]=2[CH:17]=[CH:16][CH:15]=1.